From a dataset of Forward reaction prediction with 1.9M reactions from USPTO patents (1976-2016). Predict the product of the given reaction. (1) Given the reactants Br[CH2:2][CH2:3][CH2:4][O:5][Si:6]([C:9]([CH3:12])([CH3:11])[CH3:10])([CH3:8])[CH3:7].[F:13][C:14]1([F:58])[CH2:19][CH2:18][CH:17]([C:20]2[C:29]3[CH:28]([OH:30])[CH2:27][C:26]([CH3:32])([CH3:31])[CH2:25][C:24]=3[N:23]=[C:22]([CH:33]3[CH2:38][CH2:37][N:36]([C:39]4[N:44]=[CH:43][C:42]([OH:45])=[CH:41][N:40]=4)[CH2:35][CH2:34]3)[C:21]=2[CH:46]([F:57])[C:47]2[CH:52]=[CH:51][C:50]([C:53]([F:56])([F:55])[F:54])=[CH:49][CH:48]=2)[CH2:16][CH2:15]1, predict the reaction product. The product is: [Si:6]([O:5][CH2:4][CH2:3][CH2:2][O:45][C:42]1[CH:41]=[N:40][C:39]([N:36]2[CH2:35][CH2:34][CH:33]([C:22]3[C:21]([CH:46]([F:57])[C:47]4[CH:52]=[CH:51][C:50]([C:53]([F:54])([F:55])[F:56])=[CH:49][CH:48]=4)=[C:20]([CH:17]4[CH2:18][CH2:19][C:14]([F:13])([F:58])[CH2:15][CH2:16]4)[C:29]4[CH:28]([OH:30])[CH2:27][C:26]([CH3:32])([CH3:31])[CH2:25][C:24]=4[N:23]=3)[CH2:38][CH2:37]2)=[N:44][CH:43]=1)([C:9]([CH3:12])([CH3:11])[CH3:10])([CH3:8])[CH3:7]. (2) Given the reactants [OH:1][C:2]1[C:10]2[NH:9][C:8]([CH2:11][O:12][C:13]3[CH:18]=[CH:17][C:16]([Cl:19])=[CH:15][CH:14]=3)=[N:7][C:6]=2[CH:5]=[CH:4][CH:3]=1.[F:20][C:21]([F:34])([F:33])[S:22](O[S:22]([C:21]([F:34])([F:33])[F:20])(=[O:24])=[O:23])(=[O:24])=[O:23], predict the reaction product. The product is: [F:20][C:21]([F:34])([F:33])[S:22]([O:1][C:2]1[C:10]2[N:9]=[C:8]([CH2:11][O:12][C:13]3[CH:18]=[CH:17][C:16]([Cl:19])=[CH:15][CH:14]=3)[N:7]([S:22]([C:21]([F:20])([F:33])[F:34])(=[O:23])=[O:24])[C:6]=2[CH:5]=[CH:4][CH:3]=1)(=[O:24])=[O:23]. (3) Given the reactants [CH3:1][N:2]1[C:10]2[C:5](=[CH:6][C:7]([C:11]3[CH:16]=[CH:15][C:14]([OH:17])=[CH:13][CH:12]=3)=[CH:8][CH:9]=2)[C:4]([CH2:18][CH2:19][CH2:20][CH2:21][CH3:22])=[C:3]1[C:23]1[CH:28]=[CH:27][CH:26]=[CH:25][CH:24]=1.C([O-])([O-])=O.[K+].[K+].Br[CH2:36][C:37]#[N:38], predict the reaction product. The product is: [CH3:1][N:2]1[C:10]2[C:5](=[CH:6][C:7]([C:11]3[CH:16]=[CH:15][C:14]([O:17][CH2:36][C:37]#[N:38])=[CH:13][CH:12]=3)=[CH:8][CH:9]=2)[C:4]([CH2:18][CH2:19][CH2:20][CH2:21][CH3:22])=[C:3]1[C:23]1[CH:24]=[CH:25][CH:26]=[CH:27][CH:28]=1. (4) Given the reactants [Cl:1][C:2]1[C:7]([CH3:8])=[N:6][C:5](Cl)=[CH:4][N:3]=1.[NH:10]1[CH2:20][CH2:19][CH:13]([C:14]([O:16]CC)=[O:15])[CH2:12][CH2:11]1.C(N(CC)CC)C.[OH-].[Li+], predict the reaction product. The product is: [Cl:1][C:2]1[N:3]=[CH:4][C:5]([N:10]2[CH2:20][CH2:19][CH:13]([C:14]([OH:16])=[O:15])[CH2:12][CH2:11]2)=[N:6][C:7]=1[CH3:8]. (5) Given the reactants [Si]([O:8][CH2:9][C@@H:10]1[C@H:14]([CH2:15][CH3:16])[CH2:13][C:12](=[CH:17][C:18]([O:20][CH2:21][CH3:22])=[O:19])[CH2:11]1)(C(C)(C)C)(C)C.CCCC[N+](CCCC)(CCCC)CCCC.[F-].CCOC(C)=O.O, predict the reaction product. The product is: [CH2:15]([C@H:14]1[C@@H:10]([CH2:9][OH:8])[CH2:11][C:12](=[CH:17][C:18]([O:20][CH2:21][CH3:22])=[O:19])[CH2:13]1)[CH3:16]. (6) The product is: [C:27]([C:2]1[N:6]2[CH:7]=[C:8]([C:13]3[CH:18]=[CH:17][C:16]([C:19]([F:22])([F:21])[F:20])=[CH:15][CH:14]=3)[CH:9]=[C:10]([C:11]#[N:12])[C:5]2=[N:4][CH:3]=1)#[CH:28]. Given the reactants I[C:2]1[N:6]2[CH:7]=[C:8]([C:13]3[CH:18]=[CH:17][C:16]([C:19]([F:22])([F:21])[F:20])=[CH:15][CH:14]=3)[CH:9]=[C:10]([C:11]#[N:12])[C:5]2=[N:4][CH:3]=1.C[Si]([C:27]#[CH:28])(C)C, predict the reaction product. (7) Given the reactants [CH3:1][N:2]1[C:6]([C:7]([F:10])([F:9])[F:8])=[C:5]([C:11]([OH:13])=O)[CH:4]=[N:3]1.CCN(C(C)C)C(C)C.[B-](F)(F)(F)F.CN(C(ON1C(=O)CCC1=O)=[N+](C)C)C.Cl.[NH2:44][CH:45]1[CH:52]2[CH2:53][CH:48]3[CH2:49][CH:50]([CH2:54][CH:46]1[CH2:47]3)[CH2:51]2, predict the reaction product. The product is: [CH:46]12[CH2:54][CH:50]3[CH2:49][CH:48]([CH2:53][CH:52]([CH2:51]3)[CH:45]1[NH:44][C:11]([C:5]1[CH:4]=[N:3][N:2]([CH3:1])[C:6]=1[C:7]([F:10])([F:9])[F:8])=[O:13])[CH2:47]2.